Dataset: Full USPTO retrosynthesis dataset with 1.9M reactions from patents (1976-2016). Task: Predict the reactants needed to synthesize the given product. Given the product [NH2:1][C:2]1[N:7]=[CH:6][N:5]=[C:4]2[N:8]([C@H:26]3[CH2:31][CH2:30][C@@H:29]([N:32]4[CH2:33][CH2:34][N:35]([CH3:38])[CH2:36][CH2:37]4)[CH2:28][CH2:27]3)[N:9]=[C:10]([C:11]3[CH:12]=[CH:13][C:14]([O:15][C:16]4[CH:17]=[CH:18][C:19]([C:20]([NH2:21])=[O:46])=[CH:22][CH:23]=4)=[CH:24][CH:25]=3)[C:3]=12, predict the reactants needed to synthesize it. The reactants are: [NH2:1][C:2]1[N:7]=[CH:6][N:5]=[C:4]2[N:8]([C@H:26]3[CH2:31][CH2:30][C@@H:29]([N:32]4[CH2:37][CH2:36][N:35]([CH3:38])[CH2:34][CH2:33]4)[CH2:28][CH2:27]3)[N:9]=[C:10]([C:11]3[CH:25]=[CH:24][C:14]([O:15][C:16]4[CH:23]=[CH:22][C:19]([C:20]#[N:21])=[CH:18][CH:17]=4)=[CH:13][CH:12]=3)[C:3]=12.[OH-].[Na+].OO.C(O)(=O)CC(CC(O)=O)(C(O)=O)[OH:46].